This data is from Full USPTO retrosynthesis dataset with 1.9M reactions from patents (1976-2016). The task is: Predict the reactants needed to synthesize the given product. Given the product [F:8][C:4]1[CH:5]=[CH:6][CH:7]=[C:2]([F:1])[C:3]=1[C:9]1[C:18]2[CH:17]=[C:16]([C:19]#[CH:20])[CH:15]=[CH:14][C:13]=2[C:12]2[NH:21][N:22]=[C:23]([NH:24][CH:25]3[CH2:26][CH2:27][N:28]([S:31]([CH3:34])(=[O:33])=[O:32])[CH2:29][CH2:30]3)[C:11]=2[N:10]=1, predict the reactants needed to synthesize it. The reactants are: [F:1][C:2]1[CH:7]=[CH:6][CH:5]=[C:4]([F:8])[C:3]=1[C:9]1[C:18]2[CH:17]=[C:16]([C:19]#[CH:20])[CH:15]=[CH:14][C:13]=2[C:12]2=[N:21][N:22](COCC[Si](C)(C)C)[C:23]([NH:24][CH:25]3[CH2:30][CH2:29][N:28]([S:31]([CH3:34])(=[O:33])=[O:32])[CH2:27][CH2:26]3)=[C:11]2[N:10]=1.C(O)(C(F)(F)F)=O.